Dataset: NCI-60 drug combinations with 297,098 pairs across 59 cell lines. Task: Regression. Given two drug SMILES strings and cell line genomic features, predict the synergy score measuring deviation from expected non-interaction effect. Drug 1: CCCS(=O)(=O)NC1=C(C(=C(C=C1)F)C(=O)C2=CNC3=C2C=C(C=N3)C4=CC=C(C=C4)Cl)F. Drug 2: CC1OCC2C(O1)C(C(C(O2)OC3C4COC(=O)C4C(C5=CC6=C(C=C35)OCO6)C7=CC(=C(C(=C7)OC)O)OC)O)O. Cell line: K-562. Synergy scores: CSS=47.9, Synergy_ZIP=5.87, Synergy_Bliss=1.32, Synergy_Loewe=-17.9, Synergy_HSA=-0.328.